This data is from Forward reaction prediction with 1.9M reactions from USPTO patents (1976-2016). The task is: Predict the product of the given reaction. (1) The product is: [Cl:1][CH2:2][CH2:3][CH2:4][C:5]1([C:20]([OH:22])=[O:21])[C:18](=[O:19])[N:8]2[C@@H:9]([C:12]3[CH:13]=[CH:14][CH:15]=[CH:16][CH:17]=3)[O:10][CH2:11][C@@H:7]2[CH2:6]1. Given the reactants [Cl:1][CH2:2][CH2:3][CH2:4][C:5]1([C:20]([O:22]C)=[O:21])[C:18](=[O:19])[N:8]2[C@@H:9]([C:12]3[CH:17]=[CH:16][CH:15]=[CH:14][CH:13]=3)[O:10][CH2:11][C@@H:7]2[CH2:6]1.O[Li].O, predict the reaction product. (2) The product is: [ClH:22].[S:1]1[C:5]([NH:6][C:7]([CH:9]2[CH:10]3[CH:14]2[CH2:13][NH:12][CH2:11]3)=[O:8])=[CH:4][CH:3]=[N:2]1. Given the reactants [S:1]1[C:5]([NH:6][C:7]([CH:9]2[CH:14]3[CH:10]2[CH2:11][N:12](C(OC(C)(C)C)=O)[CH2:13]3)=[O:8])=[CH:4][CH:3]=[N:2]1.[ClH:22], predict the reaction product. (3) Given the reactants [Cl:1][C:2]1[N:3]=[C:4]([NH:11][C@H:12]([C:17]2[CH:22]=[CH:21][C:20]([F:23])=[CH:19][CH:18]=2)[C:13]([CH3:16])([OH:15])[CH3:14])[C:5]2[S:10][CH2:9][CH2:8][C:6]=2[N:7]=1.[OH:24]O.N, predict the reaction product. The product is: [Cl:1][C:2]1[N:3]=[C:4]([NH:11][C@H:12]([C:17]2[CH:18]=[CH:19][C:20]([F:23])=[CH:21][CH:22]=2)[C:13]([CH3:16])([OH:15])[CH3:14])[C:5]2[S:10](=[O:24])[CH2:9][CH2:8][C:6]=2[N:7]=1. (4) Given the reactants [Si]([O:8][CH2:9][C:10]1([C:33]2[CH:38]=[CH:37][CH:36]=[CH:35][CH:34]=2)[CH:14]=[C:13]([C:15]2[CH:20]=[C:19]([F:21])[CH:18]=[CH:17][C:16]=2[F:22])[CH2:12][N:11]1[C:23]([N:25]([CH3:32])[CH:26]1[CH2:31][CH2:30][NH:29][CH2:28][CH2:27]1)=[O:24])(C(C)(C)C)(C)C.FC(F)(F)S(O[CH2:45][CH:46]([F:48])[F:47])(=O)=O.C(N(CC)CC)C, predict the reaction product. The product is: [F:48][CH:46]([F:47])[CH2:45][N:29]1[CH2:30][CH2:31][CH:26]([N:25]([CH3:32])[C:23]([N:11]2[CH2:12][C:13]([C:15]3[CH:20]=[C:19]([F:21])[CH:18]=[CH:17][C:16]=3[F:22])=[CH:14][C:10]2([CH2:9][OH:8])[C:33]2[CH:38]=[CH:37][CH:36]=[CH:35][CH:34]=2)=[O:24])[CH2:27][CH2:28]1. (5) Given the reactants [CH3:1][C:2]([NH:4][C:5]1[CH:10]=[CH:9][C:8]([NH2:11])=[CH:7][CH:6]=1)=[O:3].[NH2:12][C:13]1[N:18]=[C:17]([Cl:19])[CH:16]=[C:15]([CH3:20])[N:14]=1, predict the reaction product. The product is: [ClH:19].[NH2:12][C:13]1[N:18]=[C:17]([NH:11][C:8]2[CH:9]=[CH:10][C:5]([NH:4][C:2](=[O:3])[CH3:1])=[CH:6][CH:7]=2)[CH:16]=[C:15]([CH3:20])[N:14]=1. (6) Given the reactants [CH2:1]([O:3][C:4]([C:6]1[S:15][C:14]2[C:13]3[CH:16]=[C:17](OC)[CH:18]=[CH:19][C:12]=3[O:11][C:10]3[CH:22]=[CH:23][CH:24]=[CH:25][C:9]=3[C:8]=2[CH:7]=1)=[O:5])[CH3:2].C([O:28]C(C1SC2C3C=C(O)C=CC=3OC3C=CC=CC=3C=2C=1)=O)C, predict the reaction product. The product is: [CH2:1]([O:3][C:4]([C:6]1[S:15][C:14]2[C:13]3[CH:16]=[CH:17][C:18]([OH:28])=[CH:19][C:12]=3[O:11][C:10]3[CH:22]=[CH:23][CH:24]=[CH:25][C:9]=3[C:8]=2[CH:7]=1)=[O:5])[CH3:2]. (7) Given the reactants Br[C:2]1[CH:7]=[N:6][CH:5]=[C:4]2[N:8]([C:11]3[CH:16]=[CH:15][C:14]([F:17])=[CH:13][CH:12]=3)[N:9]=[CH:10][C:3]=12.CCN(CC)CC.[C]=O.[CH3:27][CH2:28][O:29][C:30](C)=[O:31], predict the reaction product. The product is: [CH2:28]([O:29][C:30]([C:2]1[C:3]2[CH:10]=[N:9][N:8]([C:11]3[CH:16]=[CH:15][C:14]([F:17])=[CH:13][CH:12]=3)[C:4]=2[CH:5]=[N:6][CH:7]=1)=[O:31])[CH3:27]. (8) The product is: [CH2:1]([O:8][C:9]1[CH:10]=[C:11]([N:23]([CH2:24][CH:25]2[CH2:30][CH2:29][CH2:28][CH2:27][CH2:26]2)[CH3:32])[N:12]=[N:13][C:14]=1[O:15][CH2:16][C:17]1[CH:22]=[CH:21][CH:20]=[CH:19][CH:18]=1)[C:2]1[CH:7]=[CH:6][CH:5]=[CH:4][CH:3]=1. Given the reactants [CH2:1]([O:8][C:9]1[CH:10]=[C:11]([NH:23][CH2:24][C:25]2[CH:30]=[CH:29][C:28](F)=[CH:27][CH:26]=2)[N:12]=[N:13][C:14]=1[O:15][CH2:16][C:17]1[CH:22]=[CH:21][CH:20]=[CH:19][CH:18]=1)[C:2]1[CH:7]=[CH:6][CH:5]=[CH:4][CH:3]=1.[CH2:32](OC1N=NC(Cl)=CC=1OCC1C=CC=CC=1)C1C=CC=CC=1.C1(CNC)CCCCC1, predict the reaction product. (9) Given the reactants Br[C:2]1[N:7]=[C:6]([S:8]([NH:11][C:12](=[O:14])[CH3:13])(=[O:10])=[O:9])[CH:5]=[CH:4][CH:3]=1.[S:15]1[CH:19]=[CH:18][N:17]=[C:16]1[C:20]1[CH:21]=[N:22][CH:23]=[CH:24][CH:25]=1.C(=O)([O-])[O-].[Cs+].[Cs+], predict the reaction product. The product is: [N:22]1[CH:23]=[CH:24][CH:25]=[C:20]([C:16]2[S:15][C:19]([C:2]3[N:7]=[C:6]([S:8]([NH:11][C:12](=[O:14])[CH3:13])(=[O:10])=[O:9])[CH:5]=[CH:4][CH:3]=3)=[CH:18][N:17]=2)[CH:21]=1. (10) Given the reactants Br[C:2]1[CH:3]=[C:4]([Cl:28])[C:5]([CH:8]2[CH2:13][C:12]([CH3:27])([S:14]([C:17]3[CH:22]=[CH:21][CH:20]=[C:19]([C:23]([F:26])([F:25])[F:24])[CH:18]=3)(=[O:16])=[O:15])[CH2:11][CH2:10][O:9]2)=[N:6][CH:7]=1.[CH:29]1(B(O)O)[CH2:31][CH2:30]1.C([O-])([O-])=O.[Cs+].[Cs+], predict the reaction product. The product is: [Cl:28][C:4]1[C:5]([CH:8]2[CH2:13][C:12]([CH3:27])([S:14]([C:17]3[CH:22]=[CH:21][CH:20]=[C:19]([C:23]([F:26])([F:25])[F:24])[CH:18]=3)(=[O:16])=[O:15])[CH2:11][CH2:10][O:9]2)=[N:6][CH:7]=[C:2]([CH:29]2[CH2:31][CH2:30]2)[CH:3]=1.